Task: Predict the product of the given reaction.. Dataset: Forward reaction prediction with 1.9M reactions from USPTO patents (1976-2016) (1) Given the reactants [F:1][C:2]1[C:6]([C:7]2[CH:8]=[C:9]3[C:14](=[CH:15][CH:16]=2)[N:13]=[CH:12][CH:11]=[CH:10]3)=[N:5][NH:4][C:3]=1[NH2:17].[C:18](O[C:18]([O:20][C:21]([CH3:24])([CH3:23])[CH3:22])=[O:19])([O:20][C:21]([CH3:24])([CH3:23])[CH3:22])=[O:19], predict the reaction product. The product is: [C:21]([O:20][C:18]([N:4]1[C:3]([NH2:17])=[C:2]([F:1])[C:6]([C:7]2[CH:8]=[C:9]3[C:14](=[CH:15][CH:16]=2)[N:13]=[CH:12][CH:11]=[CH:10]3)=[N:5]1)=[O:19])([CH3:24])([CH3:23])[CH3:22]. (2) Given the reactants [C:1]([N:9]1[CH2:13][CH2:12][CH2:11][CH:10]1[C:14]1[CH:23]=[CH:22][CH:21]=[C:20]2[C:15]=1[CH:16]=[CH:17][C:18]([S:24]([N:27](CC1C=CC(OC)=CC=1OC)[C:28]1[S:29][CH:30]=[CH:31][N:32]=1)(=[O:26])=[O:25])=[CH:19]2)(=[O:8])[C:2]1[CH:7]=[CH:6][CH:5]=[CH:4][CH:3]=1.C(O)(C(F)(F)F)=O, predict the reaction product. The product is: [C:1]([N:9]1[CH2:13][CH2:12][CH2:11][CH:10]1[C:14]1[CH:23]=[CH:22][CH:21]=[C:20]2[C:15]=1[CH:16]=[CH:17][C:18]([S:24]([NH:27][C:28]1[S:29][CH:30]=[CH:31][N:32]=1)(=[O:26])=[O:25])=[CH:19]2)(=[O:8])[C:2]1[CH:7]=[CH:6][CH:5]=[CH:4][CH:3]=1.